From a dataset of Forward reaction prediction with 1.9M reactions from USPTO patents (1976-2016). Predict the product of the given reaction. (1) Given the reactants [CH3:1][O:2][C:3]1[CH:22]=[CH:21][C:6]([CH2:7][N:8]2[C:13](=[O:14])[CH:12]=[C:11]([N:15]3[CH2:20][CH2:19][O:18][CH2:17][CH2:16]3)[CH:10]=[N:9]2)=[CH:5][CH:4]=1.O=P(Cl)(Cl)Cl.CN([CH:31]=[O:32])C, predict the reaction product. The product is: [CH3:1][O:2][C:3]1[CH:4]=[CH:5][C:6]([CH2:7][N:8]2[C:13](=[O:14])[C:12]([CH:31]=[O:32])=[C:11]([N:15]3[CH2:16][CH2:17][O:18][CH2:19][CH2:20]3)[CH:10]=[N:9]2)=[CH:21][CH:22]=1. (2) Given the reactants [C:1]([OH:9])(=[O:8])[C@H:2]([CH2:4][C:5]([OH:7])=[O:6])[OH:3].[CH3:10][N:11]([CH2:31][C@@H:32]1[C:35]2[CH:36]=[C:37]([O:42][CH3:43])[C:38]([O:40][CH3:41])=[CH:39][C:34]=2[CH2:33]1)[CH2:12][CH2:13][CH2:14][N:15]1[C:25](=[O:26])[CH2:24][C:23]2[C:18](=[CH:19][C:20]([O:29][CH3:30])=[C:21]([O:27][CH3:28])[CH:22]=2)[CH2:17][CH2:16]1, predict the reaction product. The product is: [CH3:10][N:11]([CH2:31][C@@H:32]1[C:35]2[CH:36]=[C:37]([O:42][CH3:43])[C:38]([O:40][CH3:41])=[CH:39][C:34]=2[CH2:33]1)[CH2:12][CH2:13][CH2:14][N:15]1[C:25](=[O:26])[CH2:24][C:23]2[C:18](=[CH:19][C:20]([O:29][CH3:30])=[C:21]([O:27][CH3:28])[CH:22]=2)[CH2:17][CH2:16]1.[C:1]([O-:9])(=[O:8])[C@H:2]([CH2:4][C:5]([O-:7])=[O:6])[OH:3].